This data is from Forward reaction prediction with 1.9M reactions from USPTO patents (1976-2016). The task is: Predict the product of the given reaction. (1) Given the reactants [Br:1][C:2]1[C:3](=[O:10])[NH:4][C:5](=[O:9])[N:6]([CH3:8])[CH:7]=1.Cl[CH2:12][C:13]([N:15]([CH3:17])[CH3:16])=[O:14].C(=O)([O-])[O-].[K+].[K+], predict the reaction product. The product is: [Br:1][C:2]1[C:3](=[O:10])[N:4]([CH2:12][C:13]([N:15]([CH3:17])[CH3:16])=[O:14])[C:5](=[O:9])[N:6]([CH3:8])[CH:7]=1. (2) Given the reactants [CH3:1][N:2]1[CH2:6][C@@H:5]([N+:7]([O-:9])=[O:8])[C@H:4]([C:10]2[CH:16]=[CH:15][C:13]([NH2:14])=[CH:12][CH:11]=2)[CH2:3]1.C(N(C(C)C)CC)(C)C.[C:26](Cl)(=[O:33])[C:27]1[CH:32]=[CH:31][CH:30]=[CH:29][CH:28]=1, predict the reaction product. The product is: [CH3:1][N:2]1[CH2:6][C@@H:5]([N+:7]([O-:9])=[O:8])[C@H:4]([C:10]2[CH:16]=[CH:15][C:13]([NH:14][C:26](=[O:33])[C:27]3[CH:32]=[CH:31][CH:30]=[CH:29][CH:28]=3)=[CH:12][CH:11]=2)[CH2:3]1. (3) Given the reactants [Cl:1][C:2]1[CH:9]=[CH:8][C:5]([C:6]#[N:7])=[C:4]([O:10][C@@H:11]([C:16]2[CH:21]=[CH:20][CH:19]=[CH:18][CH:17]=2)[CH2:12][CH2:13][CH2:14]I)[CH:3]=1.[C:22]([OH:27])(=[O:26])[C:23]([OH:25])=[O:24].[CH3:28][NH2:29], predict the reaction product. The product is: [C:22]([OH:27])(=[O:26])[C:23]([OH:25])=[O:24].[Cl:1][C:2]1[CH:9]=[CH:8][C:5]([C:6]#[N:7])=[C:4]([O:10][C@@H:11]([C:16]2[CH:21]=[CH:20][CH:19]=[CH:18][CH:17]=2)[CH2:12][CH2:13][CH2:14][NH:29][CH3:28])[CH:3]=1. (4) Given the reactants [S:1]1[CH:5]=[CH:4][CH:3]=[C:2]1[C:6]1[N:10]2[N:11]=[C:12]([O:15][CH:16]([CH2:22][CH3:23])[C:17]([O:19]CC)=[O:18])[CH:13]=[CH:14][C:9]2=[N:8][N:7]=1.[OH-].[Na+], predict the reaction product. The product is: [S:1]1[CH:5]=[CH:4][CH:3]=[C:2]1[C:6]1[N:10]2[N:11]=[C:12]([O:15][CH:16]([CH2:22][CH3:23])[C:17]([OH:19])=[O:18])[CH:13]=[CH:14][C:9]2=[N:8][N:7]=1. (5) Given the reactants Cl[C:2]1[CH:7]=[C:6]([NH:8][C:9]2[CH:16]=[CH:15][CH:14]=[CH:13][C:10]=2[C:11]#[N:12])[C:5]([Cl:17])=[CH:4][N:3]=1.[CH3:18][C:19]1[CH:23]=[C:22]([NH2:24])[N:21]([CH:25]([CH3:27])[CH3:26])[N:20]=1.C(=O)([O-])[O-].[Cs+].[Cs+].N#N.C1(P(C2C=CC=CC=2)C2C=CC3C(=CC=CC=3)C=2C2C3C(=CC=CC=3)C=CC=2P(C2C=CC=CC=2)C2C=CC=CC=2)C=CC=CC=1, predict the reaction product. The product is: [Cl:17][C:5]1[C:6]([NH:8][C:9]2[CH:16]=[CH:15][CH:14]=[CH:13][C:10]=2[C:11]#[N:12])=[CH:7][C:2]([NH:24][C:22]2[N:21]([CH:25]([CH3:27])[CH3:26])[N:20]=[C:19]([CH3:18])[CH:23]=2)=[N:3][CH:4]=1. (6) Given the reactants Cl.[NH2:2][CH2:3][CH2:4][C:5]1[C:13]2[C:8](=[CH:9][CH:10]=[CH:11][CH:12]=2)[NH:7][CH:6]=1.Br[CH2:15][C:16](=O)[C:17]([O:19][CH:20]([CH3:22])[CH3:21])=[O:18].C(O)(C)C.C, predict the reaction product. The product is: [CH2:4]1[C:5]2[C:13]3[CH:12]=[CH:11][CH:10]=[CH:9][C:8]=3[NH:7][C:6]=2[C:16]([C:17]([O:19][CH:20]([CH3:22])[CH3:21])=[O:18])=[CH:15][NH:2][CH2:3]1. (7) Given the reactants [Cl:16][C:13]1[CH:14]=[CH:15][C:10]([C:9](O[C:9](=[O:19])[C:10]2[CH:15]=[CH:14][C:13]([Cl:16])=[C:12]([C:17]#[N:18])[CH:11]=2)=[O:19])=[CH:11][C:12]=1[C:17]#[N:18].[NH2:24][C:25]1[C:26]([OH:31])=[N:27][CH:28]=[N:29][CH:30]=1, predict the reaction product. The product is: [OH:31][C:26]1[C:25]([NH:24][C:9](=[O:19])[C:10]2[CH:15]=[CH:14][C:13]([Cl:16])=[C:12]([C:17]#[N:18])[CH:11]=2)=[CH:30][N:29]=[CH:28][N:27]=1.